From a dataset of Peptide-MHC class II binding affinity with 134,281 pairs from IEDB. Regression. Given a peptide amino acid sequence and an MHC pseudo amino acid sequence, predict their binding affinity value. This is MHC class II binding data. (1) The peptide sequence is GGRSLTDLLRALGAQ. The MHC is DRB4_0101 with pseudo-sequence DRB4_0103. The binding affinity (normalized) is 0.303. (2) The peptide sequence is TYDKGILTVSVAVSE. The MHC is DRB1_0101 with pseudo-sequence DRB1_0101. The binding affinity (normalized) is 0.575. (3) The peptide sequence is NKKYFAATQFEPLAA. The binding affinity (normalized) is 0.432. The MHC is HLA-DQA10501-DQB10201 with pseudo-sequence HLA-DQA10501-DQB10201.